From a dataset of Full USPTO retrosynthesis dataset with 1.9M reactions from patents (1976-2016). Predict the reactants needed to synthesize the given product. (1) Given the product [OH:3][CH:4]1[CH2:5][CH2:6][N:7]([C:10]2[CH:11]=[C:12]([C:20]([NH:22][C:23]3[C:24]([CH3:34])=[C:25]([CH:30]=[CH:31][C:32]=3[CH3:33])[C:26]([OH:28])=[O:27])=[O:21])[C:13]3[C:18]([CH:19]=2)=[CH:17][CH:16]=[CH:15][CH:14]=3)[CH2:8][CH2:9]1, predict the reactants needed to synthesize it. The reactants are: [OH-].[Na+].[OH:3][CH:4]1[CH2:9][CH2:8][N:7]([C:10]2[CH:11]=[C:12]([C:20]([NH:22][C:23]3[C:24]([CH3:34])=[C:25]([CH:30]=[CH:31][C:32]=3[CH3:33])[C:26]([O:28]C)=[O:27])=[O:21])[C:13]3[C:18]([CH:19]=2)=[CH:17][CH:16]=[CH:15][CH:14]=3)[CH2:6][CH2:5]1.CO. (2) Given the product [Cl:1][C:2]1[N:10]=[C:9]2[C:5]([NH:6][N:7]=[N:8]2)=[C:4]([NH:19][CH2:12][C:13]2[CH:18]=[CH:17][CH:16]=[CH:15][CH:14]=2)[N:3]=1, predict the reactants needed to synthesize it. The reactants are: [Cl:1][C:2]1[N:10]=[C:9]2[C:5]([NH:6][N:7]=[N:8]2)=[C:4](Cl)[N:3]=1.[CH2:12]([NH2:19])[C:13]1[CH:18]=[CH:17][CH:16]=[CH:15][CH:14]=1. (3) The reactants are: [Br:1][C:2]1[CH:11]=[CH:10][C:5](C(OC)=O)=[C:4]([F:12])[CH:3]=1.[CH3:13][Mg+].[Br-].CC[O:18][CH2:19][CH3:20]. Given the product [Br:1][C:2]1[CH:11]=[CH:10][C:5]([C:19]([OH:18])([CH3:20])[CH3:13])=[C:4]([F:12])[CH:3]=1, predict the reactants needed to synthesize it. (4) Given the product [I:1][C:2]1[CH:3]=[CH:4][C:5]([CH2:6][CH:7]([CH2:8][OH:9])[CH2:13][OH:14])=[CH:18][CH:19]=1, predict the reactants needed to synthesize it. The reactants are: [I:1][C:2]1[CH:19]=[CH:18][C:5]([CH2:6][CH:7]([C:13](OCC)=[O:14])[C:8](OCC)=[O:9])=[CH:4][CH:3]=1.ClCCl.[H-].C([Al+]CC(C)C)C(C)C.[C@H](O)(C([O-])=O)[C@@H](O)C([O-])=O.[Na+].[K+]. (5) Given the product [F:1][C:2]1[CH:3]=[C:4]([C:8]2[CH:9]=[CH:10][C:11]([C:14]([NH:16][C@H:17]3[CH2:21][CH2:20][C@@H:19]([C:22]([N:29]4[CH2:30][CH2:31][N:26]([CH3:25])[C:27](=[O:32])[CH2:28]4)=[O:24])[CH2:18]3)=[O:15])=[CH:12][N:13]=2)[CH:5]=[CH:6][CH:7]=1, predict the reactants needed to synthesize it. The reactants are: [F:1][C:2]1[CH:3]=[C:4]([C:8]2[N:13]=[CH:12][C:11]([C:14]([NH:16][C@H:17]3[CH2:21][CH2:20][C@@H:19]([C:22]([OH:24])=O)[CH2:18]3)=[O:15])=[CH:10][CH:9]=2)[CH:5]=[CH:6][CH:7]=1.[CH3:25][N:26]1[CH2:31][CH2:30][NH:29][CH2:28][C:27]1=[O:32]. (6) Given the product [CH2:23]=[C:16]1[CH2:17][CH2:18][C:19]2([CH2:31][O:27][CH2:28]2)[CH2:20][CH2:21]1, predict the reactants needed to synthesize it. The reactants are: [I-].C[P+]([C:16]1[CH:21]=[CH:20][CH:19]=[CH:18][CH:17]=1)([C:16]1[CH:21]=[CH:20][CH:19]=[CH:18][CH:17]=1)[C:16]1[CH:21]=[CH:20][CH:19]=[CH:18][CH:17]=1.[Li][CH2:23]CCC.[O:27]1[CH2:31]CC[CH2:28]1.